Dataset: Reaction yield outcomes from USPTO patents with 853,638 reactions. Task: Predict the reaction yield, written as a fraction of the theoretical maximum amount of product (1.0 means a 100% yield; for example, 0.34 means a 34% yield). (1) The yield is 0.900. The catalyst is CN(C=O)C. The reactants are [F:1][C:2]1[CH:7]=[CH:6][C:5]([OH:8])=[CH:4][CH:3]=1.N1C=CN=C1.[CH3:14][C:15]([Si:18](Cl)([CH3:20])[CH3:19])([CH3:17])[CH3:16]. The product is [C:15]([Si:18]([O:8][C:5]1[CH:6]=[CH:7][C:2]([F:1])=[CH:3][CH:4]=1)([CH3:20])[CH3:19])([CH3:17])([CH3:16])[CH3:14]. (2) The reactants are Cl[C:2]1[N:6]([CH3:7])[N:5]=[CH:4][C:3]=1[N+:8]([O-:10])=[O:9].[OH:11][C@@H:12]1[CH2:16][CH2:15][O:14][CH2:13]1. No catalyst specified. The product is [CH3:7][N:6]1[C:2]([O:11][C@@H:12]2[CH2:16][CH2:15][O:14][CH2:13]2)=[C:3]([N+:8]([O-:10])=[O:9])[CH:4]=[N:5]1. The yield is 0.340. (3) The reactants are [CH3:1][N:2]1[CH2:6][C:5]([C:7]2[CH:12]=[CH:11][N:10]=[CH:9][CH:8]=2)=[C:4]([C:13]2[CH:18]=[CH:17][C:16]([O:19][CH2:20][C:21]3[CH:30]=[CH:29][C:28]4[C:23](=[CH:24][CH:25]=[CH:26][CH:27]=4)[N:22]=3)=[CH:15][CH:14]=2)[C:3]1=[O:31].C1CCN2C(=NCCC2)CC1.[O:43]=O. No catalyst specified. The product is [CH3:1][N:2]1[C:3](=[O:31])[C:4]([C:13]2[CH:14]=[CH:15][C:16]([O:19][CH2:20][C:21]3[CH:30]=[CH:29][C:28]4[C:23](=[CH:24][CH:25]=[CH:26][CH:27]=4)[N:22]=3)=[CH:17][CH:18]=2)=[C:5]([C:7]2[CH:8]=[CH:9][N:10]=[CH:11][CH:12]=2)[C:6]1=[O:43]. The yield is 0.480. (4) The reactants are [CH3:1][O:2][C:3]1[CH:9]=[CH:8][C:6]([NH2:7])=[CH:5][CH:4]=1.[N+:10]([C:13]1[CH:21]=[C:20]([N+:22]([O-:24])=[O:23])[CH:19]=[CH:18][C:14]=1[C:15](Cl)=[O:16])([O-:12])=[O:11]. No catalyst specified. The product is [CH3:1][O:2][C:3]1[CH:9]=[CH:8][C:6]([NH:7][C:15](=[O:16])[C:14]2[CH:18]=[CH:19][C:20]([N+:22]([O-:24])=[O:23])=[CH:21][C:13]=2[N+:10]([O-:12])=[O:11])=[CH:5][CH:4]=1. The yield is 0.740. (5) The reactants are CC1C=CC(S(OCC2CC3C=CC=C(C4C=CC(OC)=CC=4OC)C=3O2)(=O)=O)=CC=1.[N-]=[N+]=[N-].[Na+].N(CC1CC2C=C(Cl)C=C(C3C=CSC=3)C=2O1)=[N+]=[N-].[N:55]([CH2:58][CH:59]1[CH2:63][C:62]2[CH:64]=[CH:65][CH:66]=[C:67]([C:68]3[CH:73]=[CH:72][C:71]([O:74][CH3:75])=[CH:70][C:69]=3[O:76][CH3:77])[C:61]=2[O:60]1)=[N+]=[N-].[N-]=[N+]=[N-]. The catalyst is [Pd]. The product is [CH3:77][O:76][C:69]1[CH:70]=[C:71]([O:74][CH3:75])[CH:72]=[CH:73][C:68]=1[C:67]1[C:61]2[O:60][CH:59]([CH2:58][NH2:55])[CH2:63][C:62]=2[CH:64]=[CH:65][CH:66]=1. The yield is 0.720.